From a dataset of Tyrosyl-DNA phosphodiesterase HTS with 341,365 compounds. Binary Classification. Given a drug SMILES string, predict its activity (active/inactive) in a high-throughput screening assay against a specified biological target. (1) The molecule is S(=O)(=O)(Nc1cc(c2nc(Nc3ccc(F)cc3)c3c(n2)cccc3)ccc1)C. The result is 0 (inactive). (2) The compound is O1CCN(CC1)c1c(OCC)cc(NC(=O)c2cc(cc(c2)C)C)c(OCC)c1. The result is 0 (inactive). (3) The compound is O1C(CCC1Cc1ccc(cc1)c1ccccc1)CN1C(=C(C(NC1=O)c1ccc(cc1)c1ccccc1)C(OCC)=O)C. The result is 0 (inactive). (4) The molecule is S(=O)(=O)(Nc1ccc(cc1)C)c1cc2nc(n(c2cc1)CC)C. The result is 0 (inactive). (5) The molecule is O=C(Nc1cc2c(cc(N3CC(CC(C3)C)C)nc2cc1)C)CCC(=O)NC(CC)C. The result is 0 (inactive). (6) The molecule is Oc1c(n2nc3c(n2)cccc3)cc(cc1)C. The result is 0 (inactive). (7) The molecule is S(c1[nH]c2CCCc2c(=O)n1)CC(=O)Nc1cc(OC)c(OC)cc1. The result is 0 (inactive). (8) The drug is S(=O)(=O)(c1nnn2c3c(scc3)c(N3CCOCC3)nc12)c1ccc(cc1)CC. The result is 0 (inactive). (9) The compound is Fc1ccc(cc1)/C=N\NC(=O)COCC(=O)N\N=C\c1ccc(F)cc1. The result is 0 (inactive). (10) The result is 0 (inactive). The drug is S(=O)(=O)(NCC1Oc2c(OC1)cccc2)c1c(ccc([N+]([O-])=O)c1)C.